This data is from Full USPTO retrosynthesis dataset with 1.9M reactions from patents (1976-2016). The task is: Predict the reactants needed to synthesize the given product. (1) Given the product [F:67][CH:51]([F:50])[C:52]1[CH:53]=[CH:54][C:55]([C:58]2[C:63]([F:64])=[CH:62][N:61]=[C:60]([CH2:65][NH:66][C:14]([C@@H:9]3[CH2:10][C@@H:11]([F:13])[CH2:12][N:8]3[C:6]([O:5][C:1]([CH3:2])([CH3:3])[CH3:4])=[O:7])=[O:16])[CH:59]=2)=[CH:56][CH:57]=1, predict the reactants needed to synthesize it. The reactants are: [C:1]([O:5][C:6]([N:8]1[CH2:12][C@H:11]([F:13])[CH2:10][C@H:9]1[C:14]([OH:16])=O)=[O:7])([CH3:4])([CH3:3])[CH3:2].CCN(C(C)C)C(C)C.CN(C(ON1N=NC2C=CC=NC1=2)=[N+](C)C)C.F[P-](F)(F)(F)(F)F.[F:50][CH:51]([F:67])[C:52]1[CH:57]=[CH:56][C:55]([C:58]2[C:63]([F:64])=[CH:62][N:61]=[C:60]([CH2:65][NH2:66])[CH:59]=2)=[CH:54][CH:53]=1. (2) Given the product [C:9]([O:13][C:14]([NH:16][C@@H:17]([CH2:20][CH2:21][S:22][CH3:23])[CH2:18][NH:5][C:4]1[CH:6]=[CH:7][CH:8]=[C:2]([Cl:1])[CH:3]=1)=[O:15])([CH3:10])([CH3:12])[CH3:11], predict the reactants needed to synthesize it. The reactants are: [Cl:1][C:2]1[CH:3]=[C:4]([CH:6]=[CH:7][CH:8]=1)[NH2:5].[C:9]([O:13][C:14]([NH:16][C@@H:17]([CH2:20][CH2:21][S:22][CH3:23])[CH:18]=O)=[O:15])([CH3:12])([CH3:11])[CH3:10].C(O)(=O)C.C(O[BH-](OC(=O)C)OC(=O)C)(=O)C.[Na+]. (3) Given the product [CH:21]1[C:11]2[C:12]3[NH:13][C:14]4[C:19]([C:20]=3[CH:8]([C:6]([OH:7])=[O:5])[S:9][C:10]=2[CH:24]=[CH:23][CH:22]=1)=[CH:18][CH:17]=[CH:16][CH:15]=4, predict the reactants needed to synthesize it. The reactants are: [OH-].[K+].C([O:5][C:6]([CH:8]1[C:20]2[C:19]3[C:14](=[CH:15][CH:16]=[CH:17][CH:18]=3)[NH:13][C:12]=2[C:11]2[CH:21]=[CH:22][CH:23]=[CH:24][C:10]=2[S:9]1)=[O:7])C.Cl. (4) Given the product [Cl:13][C:14]1[CH:19]=[C:18]([Cl:20])[CH:17]=[CH:16][C:15]=1[C:2]1[N:7]2[N:8]=[C:9]([CH2:11][CH3:12])[CH:10]=[C:6]2[CH:5]=[CH:4][CH:3]=1, predict the reactants needed to synthesize it. The reactants are: Br[C:2]1[N:7]2[N:8]=[C:9]([CH2:11][CH3:12])[CH:10]=[C:6]2[CH:5]=[CH:4][CH:3]=1.[Cl:13][C:14]1[CH:19]=[C:18]([Cl:20])[CH:17]=[CH:16][C:15]=1OB(O)O.C(=O)([O-])[O-].[Na+].[Na+].O.